From a dataset of Catalyst prediction with 721,799 reactions and 888 catalyst types from USPTO. Predict which catalyst facilitates the given reaction. (1) The catalyst class is: 8. Product: [ClH:37].[N:1]1[CH:6]=[CH:5][CH:4]=[CH:3][C:2]=1[N:7]([CH2:31][C:32]([O:34][CH2:35][CH3:36])=[O:33])[C:8]([C:10]1[CH:30]=[CH:29][C:13]2[N:14]([CH3:28])[C:15]([CH2:17][N:18]([C:20]3[CH:25]=[CH:24][C:23]([C:26](=[NH:42])[NH2:27])=[CH:22][CH:21]=3)[CH3:19])=[N:16][C:12]=2[CH:11]=1)=[O:9]. Reactant: [N:1]1[CH:6]=[CH:5][CH:4]=[CH:3][C:2]=1[N:7]([CH2:31][C:32]([O:34][CH2:35][CH3:36])=[O:33])[C:8]([C:10]1[CH:30]=[CH:29][C:13]2[N:14]([CH3:28])[C:15]([CH2:17][N:18]([C:20]3[CH:25]=[CH:24][C:23]([C:26]#[N:27])=[CH:22][CH:21]=3)[CH3:19])=[N:16][C:12]=2[CH:11]=1)=[O:9].[ClH:37].C(=O)([O-])[O-].[NH4+:42].[NH4+]. (2) Product: [NH2:2][C:1](=[N:24][OH:25])[C:3]1[CH:4]=[C:5]([CH:20]=[C:21]([F:23])[CH:22]=1)[CH2:6][NH:7][CH:8]([CH2:16][CH:17]([CH3:18])[CH3:19])[C:9]([O:11][CH2:12][CH3:13])=[O:10]. The catalyst class is: 40. Reactant: [C:1]([C:3]1[CH:4]=[C:5]([CH:20]=[C:21]([F:23])[CH:22]=1)[CH2:6][NH:7][CH:8]([CH2:16][CH:17]([CH3:19])[CH3:18])[C:9]([O:11][C:12](C)(C)[CH3:13])=[O:10])#[N:2].[NH2:24][OH:25].